From a dataset of HIV replication inhibition screening data with 41,000+ compounds from the AIDS Antiviral Screen. Binary Classification. Given a drug SMILES string, predict its activity (active/inactive) in a high-throughput screening assay against a specified biological target. (1) The drug is Cc1c(Cl)cccc1NC(=O)CN(CC(C)C)CC(C)C. The result is 0 (inactive). (2) The molecule is COC(=O)NN=C1C(C)(C)C(=O)C1(C)C. The result is 0 (inactive). (3) The molecule is Cc1ccnc2[nH]nnc12. The result is 0 (inactive). (4) The compound is O=C(O)c1ccccc1NS(=O)(=O)c1ccc(Cl)cc1. The result is 0 (inactive). (5) The compound is CS(=O)(=O)CCC(N)P(=O)(O)O. The result is 0 (inactive). (6) The molecule is N#CC(=Cc1ccc(O)c(O)c1)C(=O)NCCCCCNC(=O)C(C#N)=Cc1ccc(O)c(O)c1. The result is 0 (inactive). (7) The molecule is CCOC(=O)CNC(=O)C(Cc1ccccc1)NC(=O)C(N)CC(=O)O. The result is 0 (inactive). (8) The compound is O=C(CC(=O)C1CCOC1=O)C(=O)Nc1cccc(Cl)c1. The result is 0 (inactive).